Predict the reactants needed to synthesize the given product. From a dataset of Full USPTO retrosynthesis dataset with 1.9M reactions from patents (1976-2016). Given the product [C:10]1([CH3:15])[CH:11]=[CH:12][CH:13]=[CH:14][C:9]=1[NH:8][C:5](=[O:7])[CH3:6], predict the reactants needed to synthesize it. The reactants are: C(O[C:5](=[O:7])[CH3:6])(=O)C.[NH2:8][C:9]1[C:10]([CH3:15])=[CH:11][CH:12]=[CH:13][CH:14]=1.